From a dataset of Reaction yield outcomes from USPTO patents with 853,638 reactions. Predict the reaction yield, written as a fraction of the theoretical maximum amount of product (1.0 means a 100% yield; for example, 0.34 means a 34% yield). (1) The yield is 0.240. No catalyst specified. The product is [F:1][C:2]1[CH:7]=[CH:6][C:5]([N:8]2[C:16]3[C:11](=[CH:12][C:13]([CH:17]([CH2:24][CH:25]([CH3:26])[CH3:27])[C:18]([CH3:23])([CH3:22])[C:19]([NH:33][C:29]4[S:28][CH:32]=[N:31][N:30]=4)=[O:20])=[CH:14][CH:15]=3)[CH:10]=[N:9]2)=[CH:4][CH:3]=1. The reactants are [F:1][C:2]1[CH:7]=[CH:6][C:5]([N:8]2[C:16]3[C:11](=[CH:12][C:13]([CH:17]([CH2:24][CH:25]([CH3:27])[CH3:26])[C:18]([CH3:23])([CH3:22])[C:19](O)=[O:20])=[CH:14][CH:15]=3)[CH:10]=[N:9]2)=[CH:4][CH:3]=1.[S:28]1[CH:32]=[N:31][N:30]=[C:29]1[NH2:33]. (2) The reactants are [Cl:1][C:2]1[CH:12]=[CH:11]C(N)=[CH:9][C:3]=1[C:4]([NH:6][CH2:7][CH3:8])=[O:5].C(=O)([O-])[O-].[K+].[K+].CI.O.[CH3:23][N:24]([CH:26]=O)[CH3:25]. No catalyst specified. The product is [CH2:7]([NH:6][C:4](=[O:5])[C:3]1[CH:9]=[C:26]([N:24]([CH3:23])[CH3:25])[CH:11]=[CH:12][C:2]=1[Cl:1])[CH3:8]. The yield is 0.290. (3) The reactants are C([C@@H]1COC(=O)N1[C:14](=[O:42])[C@H:15]([CH:39]1[CH2:41][CH2:40]1)[C@H:16]([C@H:25]1[CH2:29][O:28][C:27]([CH3:31])([CH3:30])[N:26]1[C:32]([O:34][C:35]([CH3:38])([CH3:37])[CH3:36])=[O:33])[O:17][Si:18]([C:21]([CH3:24])([CH3:23])[CH3:22])([CH3:20])[CH3:19])C1C=CC=CC=1.[BH4-].[Li+].[OH-].[Na+]. The catalyst is C1COCC1.CCO.C(OCC)C. The product is [Si:18]([O:17][C@@H:16]([C@H:25]1[CH2:29][O:28][C:27]([CH3:30])([CH3:31])[N:26]1[C:32]([O:34][C:35]([CH3:38])([CH3:37])[CH3:36])=[O:33])[C@@H:15]([CH:39]1[CH2:41][CH2:40]1)[CH2:14][OH:42])([C:21]([CH3:22])([CH3:23])[CH3:24])([CH3:20])[CH3:19]. The yield is 0.540.